From a dataset of Forward reaction prediction with 1.9M reactions from USPTO patents (1976-2016). Predict the product of the given reaction. Given the reactants [CH3:1][O:2][C:3]1[CH:4]=[C:5](B(O)O)[CH:6]=[CH:7][C:8]=1[O:9][CH3:10].Br[C:15]1[O:19][C:18]([CH:20]=[O:21])=[CH:17][CH:16]=1, predict the reaction product. The product is: [CH3:1][O:2][C:3]1[CH:4]=[C:5]([C:15]2[O:19][C:18]([CH:20]=[O:21])=[CH:17][CH:16]=2)[CH:6]=[CH:7][C:8]=1[O:9][CH3:10].